Task: Predict the reaction yield, written as a fraction of the theoretical maximum amount of product (1.0 means a 100% yield; for example, 0.34 means a 34% yield).. Dataset: Reaction yield outcomes from USPTO patents with 853,638 reactions (1) The reactants are N[C:2]1[S:3][C:4]([C:25]2[CH:30]=[CH:29][N:28]=[C:27]([Cl:31])[N:26]=2)=[C:5]([C:7]2[CH:8]=[C:9]([NH:13][S:14]([C:17]3[C:22]([F:23])=[CH:21][CH:20]=[CH:19][C:18]=3[F:24])(=[O:16])=[O:15])[CH:10]=[CH:11][CH:12]=2)[N:6]=1.C(ON=O)(C)(C)C. The product is [Cl:31][C:27]1[N:26]=[C:25]([C:4]2[S:3][CH:2]=[N:6][C:5]=2[C:7]2[CH:8]=[C:9]([NH:13][S:14]([C:17]3[C:18]([F:24])=[CH:19][CH:20]=[CH:21][C:22]=3[F:23])(=[O:16])=[O:15])[CH:10]=[CH:11][CH:12]=2)[CH:30]=[CH:29][N:28]=1. The catalyst is C1COCC1.CCOC(C)=O. The yield is 0.650. (2) The reactants are C(Cl)(=O)C1C=CC=CC=1.[S-:10][C:11]#[N:12].[NH4+].[F:14][C:15]1[CH:16]=[C:17]([CH:19]=[C:20]([F:22])[CH:21]=1)[NH2:18].[OH-].[Na+].Cl.[OH-].[NH4+]. The catalyst is CC(C)=O.O. The product is [F:14][C:15]1[CH:16]=[C:17]([NH:18][C:11]([NH2:12])=[S:10])[CH:19]=[C:20]([F:22])[CH:21]=1. The yield is 0.480. (3) The reactants are [CH2:1]([Li])[CH2:2][CH2:3][CH3:4].[Br:6][C:7]1[CH:11]=[CH:10][S:9][CH:8]=1.[N:12]12[CH2:19][CH2:18][C:15]([C:20]([O:22]CC)=O)([CH2:16][CH2:17]1)[CH2:14][CH2:13]2. The catalyst is C(OCC)C.C1COCC1.CCOCC.CS(C)=O. The product is [Br-:6].[CH2:1]([N+:12]12[CH2:13][CH2:14][C:15]([C:20]([OH:22])([C:7]3[CH:11]=[CH:10][S:9][CH:8]=3)[C:7]3[CH:11]=[CH:10][S:9][CH:8]=3)([CH2:16][CH2:17]1)[CH2:18][CH2:19]2)[CH2:2][CH2:3][CH3:4]. The yield is 0.0940. (4) The product is [Br:1][C:2]1[CH:3]=[C:4]([CH:26]=[CH:27][CH:28]=1)[CH2:5][N:6]1[C:14]2[C:13](=[O:15])[N:12]([CH3:16])[C:11](=[O:17])[N:10]([CH3:18])[C:9]=2[N:8]=[C:7]1[CH2:19][CH2:20][CH2:21][OH:22]. The yield is 0.751. The catalyst is C1COCC1. The reactants are [Br:1][C:2]1[CH:3]=[C:4]([CH:26]=[CH:27][CH:28]=1)[CH2:5][N:6]1[C:14]2[C:13](=[O:15])[N:12]([CH3:16])[C:11](=[O:17])[N:10]([CH3:18])[C:9]=2[N:8]=[C:7]1[CH2:19][CH2:20][C:21](OCC)=[O:22].[BH4-].[Na+].CO.